This data is from Peptide-MHC class I binding affinity with 185,985 pairs from IEDB/IMGT. The task is: Regression. Given a peptide amino acid sequence and an MHC pseudo amino acid sequence, predict their binding affinity value. This is MHC class I binding data. (1) The peptide sequence is IIFILLMLV. The MHC is HLA-A02:03 with pseudo-sequence HLA-A02:03. The binding affinity (normalized) is 0.503. (2) The peptide sequence is VPLSEDQLL. The MHC is HLA-B07:02 with pseudo-sequence HLA-B07:02. The binding affinity (normalized) is 0.0641.